Dataset: Forward reaction prediction with 1.9M reactions from USPTO patents (1976-2016). Task: Predict the product of the given reaction. (1) Given the reactants Cl[CH2:2][C:3]1[CH:4]=[C:5]2[C:12](=[O:13])[O:11][C:9](=[O:10])[C:6]2=[N:7][CH:8]=1.[CH3:14][OH:15].[OH-:16].[Na+], predict the reaction product. The product is: [CH3:14][O:15][CH2:2][C:3]1[CH:4]=[C:5]([C:12]([OH:11])=[O:13])[C:6]([C:9]([OH:16])=[O:10])=[N:7][CH:8]=1. (2) Given the reactants [OH:1][C:2]1[CH:3]=[C:4]([CH:7]=[C:8]([OH:10])[CH:9]=1)[CH:5]=[O:6].C(=O)([O-])[O-].[K+].[K+].[C:17]([O:20][CH2:21][CH2:22][CH2:23][CH2:24]Br)(=[O:19])[CH3:18].Cl, predict the reaction product. The product is: [C:17]([O:20][CH2:21][CH2:22][CH2:23][CH2:24][O:1][C:2]1[CH:3]=[C:4]([CH:7]=[C:8]([OH:10])[CH:9]=1)[CH:5]=[O:6])(=[O:19])[CH3:18]. (3) Given the reactants [CH:1]1([OH:6])[CH2:5][CH:4]=[CH:3][CH2:2]1.O[N:8]1[C:16](=[O:17])[C:15]2[C:10](=[CH:11][CH:12]=[CH:13][CH:14]=2)[C:9]1=[O:18].C1(P(C2C=CC=CC=2)C2C=CC=CC=2)C=CC=CC=1.CC(OC(/N=N/C(OC(C)C)=O)=O)C.N#N, predict the reaction product. The product is: [CH:1]1([O:6][N:8]2[C:16](=[O:17])[C:15]3[C:10](=[CH:11][CH:12]=[CH:13][CH:14]=3)[C:9]2=[O:18])[CH2:5][CH:4]=[CH:3][CH2:2]1. (4) Given the reactants [CH3:1][C:2]([C:6]1[CH:7]=[C:8]([CH:12]=[CH:13][CH:14]=1)[C:9]([OH:11])=[O:10])([CH3:5])[CH:3]=[O:4].[C:15](=O)([O-])[O-].[K+].[K+].CI, predict the reaction product. The product is: [CH3:5][C:2]([C:6]1[CH:7]=[C:8]([CH:12]=[CH:13][CH:14]=1)[C:9]([O:11][CH3:15])=[O:10])([CH3:1])[CH:3]=[O:4]. (5) Given the reactants CS(O[C@H:6]([CH2:12][CH2:13][CH2:14][CH2:15][CH2:16][CH2:17][CH2:18][CH2:19][CH2:20][CH2:21][CH2:22][CH2:23][CH3:24])[CH2:7][C:8]([O:10][CH3:11])=[O:9])(=O)=O.[N-:25]=[N+:26]=[N-:27].[Na+].C(OCC)(=O)C.O, predict the reaction product. The product is: [N:25]([C@@H:6]([CH2:12][CH2:13][CH2:14][CH2:15][CH2:16][CH2:17][CH2:18][CH2:19][CH2:20][CH2:21][CH2:22][CH2:23][CH3:24])[CH2:7][C:8]([O:10][CH3:11])=[O:9])=[N+:26]=[N-:27]. (6) The product is: [OH:23][B:15]1[CH:14]([NH:28][C:29](=[O:36])[CH2:30][NH:31][C:32]([O:34][CH3:35])=[O:33])[CH2:13][C:9]2[CH:10]=[CH:11][CH:12]=[C:7]([C:6]([OH:5])=[O:39])[C:8]=2[O:16]1. Given the reactants C([O:5][C:6](=[O:39])[C:7]1[CH:12]=[CH:11][CH:10]=[C:9]([CH2:13][CH:14]([NH:28][C:29](=[O:36])[CH2:30][NH:31][C:32]([O:34][CH3:35])=[O:33])[B:15]2[O:23]C3C(C)(C4CC(C3)C4(C)C)[O:16]2)[C:8]=1OC)(C)(C)C.B(Br)(Br)Br, predict the reaction product. (7) Given the reactants Br[CH2:2][C:3]1[CH:8]=[C:7]([F:9])[C:6]([F:10])=[CH:5][C:4]=1[C:11]1[CH:12]=[CH:13][C:14]([C:17]([NH:19][CH2:20][CH2:21][C:22]([O:24][CH2:25][CH3:26])=[O:23])=[O:18])=[N:15][CH:16]=1.[Cl:27][C:28]1[CH:33]=[CH:32][C:31]([C:34]2[CH:39]=[CH:38][C:37]([NH2:40])=[CH:36][CH:35]=2)=[CH:30][CH:29]=1.C([O-])([O-])=O.[K+].[K+], predict the reaction product. The product is: [Cl:27][C:28]1[CH:29]=[CH:30][C:31]([C:34]2[CH:39]=[CH:38][C:37]([NH:40][CH2:2][C:3]3[CH:8]=[C:7]([F:9])[C:6]([F:10])=[CH:5][C:4]=3[C:11]3[CH:12]=[CH:13][C:14]([C:17]([NH:19][CH2:20][CH2:21][C:22]([O:24][CH2:25][CH3:26])=[O:23])=[O:18])=[N:15][CH:16]=3)=[CH:36][CH:35]=2)=[CH:32][CH:33]=1.